This data is from CYP3A4 inhibition data for predicting drug metabolism from PubChem BioAssay. The task is: Regression/Classification. Given a drug SMILES string, predict its absorption, distribution, metabolism, or excretion properties. Task type varies by dataset: regression for continuous measurements (e.g., permeability, clearance, half-life) or binary classification for categorical outcomes (e.g., BBB penetration, CYP inhibition). Dataset: cyp3a4_veith. The drug is COc1cccc(-n2c(O)c(C=NCCN3CCOCC3)c(=O)[nH]c2=O)c1. The result is 0 (non-inhibitor).